Dataset: Full USPTO retrosynthesis dataset with 1.9M reactions from patents (1976-2016). Task: Predict the reactants needed to synthesize the given product. (1) Given the product [OH:46][CH:43]1[CH2:42][CH2:41][N:40]([CH:47]2[CH2:52][CH2:51][N:50]([C:32]([C:31]3[CH:35]=[CH:36][CH:37]=[C:29]([S:26]([CH3:25])(=[O:27])=[O:28])[CH:30]=3)=[O:34])[CH2:49][CH2:48]2)[CH2:45][CH2:44]1, predict the reactants needed to synthesize it. The reactants are: C1CN([P+](Br)(N2CCCC2)N2CCCC2)CC1.F[P-](F)(F)(F)(F)F.[CH3:25][S:26]([C:29]1[CH:30]=[C:31]([CH:35]=[CH:36][CH:37]=1)[C:32]([OH:34])=O)(=[O:28])=[O:27].Cl.Cl.[N:40]1([CH:47]2[CH2:52][CH2:51][NH:50][CH2:49][CH2:48]2)[CH2:45][CH2:44][CH:43]([OH:46])[CH2:42][CH2:41]1.CCN(C(C)C)C(C)C. (2) Given the product [NH2:9][CH:7]1[CH2:6][N:5]([C:12](=[O:30])[CH2:13][CH2:14][C:15]2[CH:20]=[CH:19][CH:18]=[C:17]([CH2:21][NH:22][C:23]([O:25][C:26]([CH3:29])([CH3:27])[CH3:28])=[O:24])[CH:16]=2)[CH:4]([C:3]([O:2][CH3:1])=[O:31])[CH2:8]1, predict the reactants needed to synthesize it. The reactants are: [CH3:1][O:2][C:3](=[O:31])[C@@H:4]1[CH2:8][CH:7]([N:9]=[N+]=[N-])[CH2:6][N:5]1[C:12](=[O:30])[CH2:13][CH2:14][C:15]1[CH:20]=[CH:19][CH:18]=[C:17]([CH2:21][NH:22][C:23]([O:25][C:26]([CH3:29])([CH3:28])[CH3:27])=[O:24])[CH:16]=1. (3) Given the product [CH3:1][C:2]1([CH3:14])[C:6]([CH3:7])([CH3:8])[O:5][B:4]([C:9]2[CH:13]=[N:12][N:11]([CH:26]3[CH2:31][CH2:30][CH:29]([C:32]([O:34][C:35]([CH3:38])([CH3:37])[CH3:36])=[O:33])[CH2:28][CH2:27]3)[CH:10]=2)[O:3]1, predict the reactants needed to synthesize it. The reactants are: [CH3:1][C:2]1([CH3:14])[C:6]([CH3:8])([CH3:7])[O:5][B:4]([C:9]2[CH:10]=[N:11][NH:12][CH:13]=2)[O:3]1.C(=O)([O-])[O-].[Cs+].[Cs+].CS(O[CH:26]1[CH2:31][CH2:30][CH:29]([C:32]([O:34][C:35]([CH3:38])([CH3:37])[CH3:36])=[O:33])[CH2:28][CH2:27]1)(=O)=O.CN(C=O)C. (4) Given the product [O:41]1[CH2:46][CH2:45][NH:44][C:43]2[N:47]=[C:48]([CH2:51][CH2:52][O:53][C:54]3[CH:66]=[CH:65][C:57]([CH2:58][C@@H:59]([C:61]([OH:63])=[O:62])[NH:60][C:4]([C:3]4[C:7]([CH3:11])=[CH:8][CH:9]=[CH:10][C:2]=4[CH3:1])=[O:6])=[CH:56][CH:55]=3)[CH:49]=[CH:50][C:42]1=2, predict the reactants needed to synthesize it. The reactants are: [CH3:1][C:2]1[CH:10]=[CH:9][CH:8]=[C:7]([CH3:11])[C:3]=1[C:4]([OH:6])=O.CN(C(ON1N=NC2C=CC=CC1=2)=[N+](C)C)C.[B-](F)(F)(F)F.CN1CCOCC1.[O:41]1[CH2:46][CH2:45][NH:44][C:43]2[N:47]=[C:48]([CH2:51][CH2:52][O:53][C:54]3[CH:66]=[CH:65][C:57]([CH2:58][C@@H:59]([C:61]([O:63]C)=[O:62])[NH2:60])=[CH:56][CH:55]=3)[CH:49]=[CH:50][C:42]1=2.[OH-].[Na+]. (5) Given the product [CH3:1][C:2]1[CH:14]=[C:13]([CH:15]([C:17]2[CH:18]=[CH:19][CH:20]=[CH:21][CH:22]=2)[CH3:16])[CH:12]=[CH:11][C:3]=1[C:4]([O:6][C:7]([CH3:8])([CH3:9])[CH3:10])=[O:5], predict the reactants needed to synthesize it. The reactants are: [CH3:1][C:2]1[CH:14]=[C:13]([C:15]([C:17]2[CH:22]=[CH:21][CH:20]=[CH:19][CH:18]=2)=[CH2:16])[CH:12]=[CH:11][C:3]=1[C:4]([O:6][C:7]([CH3:10])([CH3:9])[CH3:8])=[O:5].[H][H].